Dataset: Merck oncology drug combination screen with 23,052 pairs across 39 cell lines. Task: Regression. Given two drug SMILES strings and cell line genomic features, predict the synergy score measuring deviation from expected non-interaction effect. (1) Drug 1: Cn1nnc2c(C(N)=O)ncn2c1=O. Drug 2: CCC1(O)C(=O)OCc2c1cc1n(c2=O)Cc2cc3c(CN(C)C)c(O)ccc3nc2-1. Cell line: COLO320DM. Synergy scores: synergy=2.45. (2) Drug 1: CC(=O)OC1C(=O)C2(C)C(O)CC3OCC3(OC(C)=O)C2C(OC(=O)c2ccccc2)C2(O)CC(OC(=O)C(O)C(NC(=O)c3ccccc3)c3ccccc3)C(C)=C1C2(C)C. Drug 2: COC1=C2CC(C)CC(OC)C(O)C(C)C=C(C)C(OC(N)=O)C(OC)C=CC=C(C)C(=O)NC(=CC1=O)C2=O. Cell line: OVCAR3. Synergy scores: synergy=-45.9. (3) Drug 1: C#Cc1cccc(Nc2ncnc3cc(OCCOC)c(OCCOC)cc23)c1. Drug 2: CCC1(O)C(=O)OCc2c1cc1n(c2=O)Cc2cc3c(CN(C)C)c(O)ccc3nc2-1. Cell line: LNCAP. Synergy scores: synergy=14.1.